From a dataset of Full USPTO retrosynthesis dataset with 1.9M reactions from patents (1976-2016). Predict the reactants needed to synthesize the given product. (1) Given the product [Br:16][CH2:17][C:18]([NH:1][C:2]1[S:3][C:4]([N+:7]([O-:9])=[O:8])=[CH:5][N:6]=1)=[O:19], predict the reactants needed to synthesize it. The reactants are: [NH2:1][C:2]1[S:3][C:4]([N+:7]([O-:9])=[O:8])=[CH:5][N:6]=1.C(=O)([O-])[O-].[Na+].[Na+].[Br:16][CH2:17][C:18](Br)=[O:19]. (2) Given the product [Cl:12][C:13]1[CH:18]=[CH:17][C:16]([CH:19]([C:31]2[CH:32]=[CH:33][C:34]([Cl:37])=[CH:35][CH:36]=2)[N:20]2[CH2:21][CH:22]([S:24]([C:25]3[CH:30]=[CH:29][CH:28]=[CH:27][CH:26]=3)=[O:9])[CH2:23]2)=[CH:15][CH:14]=1, predict the reactants needed to synthesize it. The reactants are: ClC1C=CC=C(C(OO)=[O:9])C=1.[Cl:12][C:13]1[CH:18]=[CH:17][C:16]([CH:19]([C:31]2[CH:36]=[CH:35][C:34]([Cl:37])=[CH:33][CH:32]=2)[N:20]2[CH2:23][CH:22]([S:24][C:25]3[CH:30]=[CH:29][CH:28]=[CH:27][CH:26]=3)[CH2:21]2)=[CH:15][CH:14]=1.